From a dataset of Cav3 T-type calcium channel HTS with 100,875 compounds. Binary Classification. Given a drug SMILES string, predict its activity (active/inactive) in a high-throughput screening assay against a specified biological target. (1) The molecule is O1CCN(CC1)C(=O)COc1c(cc(NC(=O)c2cc(OC)c(OC)c(OC)c2)cc1C)C. The result is 0 (inactive). (2) The molecule is Brc1cc(c2oc3c(n2)cc(N)cc3)ccc1. The result is 0 (inactive). (3) The molecule is O=C(NCCCc1ccccc1)C(C)C. The result is 0 (inactive). (4) The drug is Clc1c(S(=O)(=O)N2CCOCC2)cc(c(Cl)c1)C(=O)NCCCn1ccnc1. The result is 0 (inactive). (5) The drug is Clc1ccc(Sc2nc3c(nc2)cccc3)cc1. The result is 0 (inactive). (6) The drug is s1nnc(c2ccccc2)c1C(=O)NCC=C. The result is 0 (inactive). (7) The drug is Clc1cc(CCN2C(CN3C(CN=C23)Cc2ccc(O)cc2)CCCNC(=O)C2CCC2)ccc1Cl. The result is 0 (inactive). (8) The compound is S(c1nc(N)c(c(CC)c1C#N)C#N)CC(OCc1ccccc1)=O. The result is 0 (inactive).